From a dataset of Full USPTO retrosynthesis dataset with 1.9M reactions from patents (1976-2016). Predict the reactants needed to synthesize the given product. (1) Given the product [CH3:40][C:23]1([CH2:25][N:26]2[C:1]([C:3]3[CH2:4][CH:5]([NH:8][C:9]4[CH:16]=[CH:15][C:12]([C:13]#[N:14])=[C:11]([C:17]([F:20])([F:19])[F:18])[CH:10]=4)[CH2:6][CH:7]=3)=[CH:39][N:38]=[CH:37]2)[CH2:24][O:21][CH2:22]1, predict the reactants needed to synthesize it. The reactants are: [CH:1]([C:3]1[CH2:4][CH:5]([NH:8][C:9]2[CH:16]=[CH:15][C:12]([C:13]#[N:14])=[C:11]([C:17]([F:20])([F:19])[F:18])[CH:10]=2)[CH2:6][CH:7]=1)=O.[O:21]1[CH2:24][CH:23]([CH2:25][NH2:26])[CH2:22]1.S([CH2:37][N+:38]#[C-:39])(C1C=CC(C)=CC=1)(=O)=O.[CH2:40]1CCN2C(=NCCC2)CC1. (2) Given the product [CH3:1][C:2]1[CH:3]=[C:4]([O:15][C:16]2[C:25]3[C:20](=[CH:21][C:22]([O:28][CH2:36][CH2:37][OH:38])=[C:23]([O:26][CH3:27])[CH:24]=3)[N:19]=[CH:18][CH:17]=2)[C:5]([C:9]2[CH:10]=[N:11][CH:12]=[CH:13][CH:14]=2)=[N:6][C:7]=1[CH3:8], predict the reactants needed to synthesize it. The reactants are: [CH3:1][C:2]1[CH:3]=[C:4]([O:15][C:16]2[C:25]3[C:20](=[CH:21][C:22]([OH:28])=[C:23]([O:26][CH3:27])[CH:24]=3)[N:19]=[CH:18][CH:17]=2)[C:5]([C:9]2[CH:10]=[N:11][CH:12]=[CH:13][CH:14]=2)=[N:6][C:7]=1[CH3:8].C(=O)([O-])[O-].[K+].[K+].Br[CH2:36][CH2:37][OH:38].